This data is from Reaction yield outcomes from USPTO patents with 853,638 reactions. The task is: Predict the reaction yield, written as a fraction of the theoretical maximum amount of product (1.0 means a 100% yield; for example, 0.34 means a 34% yield). (1) The reactants are [CH3:1][C:2]1[C:3]([C:11]2[S:15][C:14]([C:16]([OH:18])=O)=[CH:13][CH:12]=2)=[N:4][O:5][C:6]=1[C:7]([F:10])([F:9])[F:8].[CH3:19][O:20][CH:21]1[CH2:26][CH2:25][NH:24][CH2:23][CH2:22]1. No catalyst specified. The product is [CH3:19][O:20][CH:21]1[CH2:26][CH2:25][N:24]([C:16]([C:14]2[S:15][C:11]([C:3]3[C:2]([CH3:1])=[C:6]([C:7]([F:8])([F:9])[F:10])[O:5][N:4]=3)=[CH:12][CH:13]=2)=[O:18])[CH2:23][CH2:22]1. The yield is 0.810. (2) The reactants are [CH3:1][CH:2]([S:4][C:5]1[CH:10]=[CH:9][C:8](B(O)O)=[CH:7][CH:6]=1)[CH3:3].Br[C:15]1[CH:20]=[CH:19][C:18]([O:21][CH2:22][CH:23]2[CH2:28][CH2:27][N:26]([C:29]([O:31][CH:32]([CH3:34])[CH3:33])=[O:30])[CH2:25][CH2:24]2)=[CH:17][CH:16]=1. No catalyst specified. The product is [CH3:1][CH:2]([S:4][C:5]1[CH:10]=[CH:9][C:8]([C:15]2[CH:16]=[CH:17][C:18]([O:21][CH2:22][CH:23]3[CH2:24][CH2:25][N:26]([C:29]([O:31][CH:32]([CH3:34])[CH3:33])=[O:30])[CH2:27][CH2:28]3)=[CH:19][CH:20]=2)=[CH:7][CH:6]=1)[CH3:3]. The yield is 0.170. (3) The reactants are [Cl:1][C:2]1[CH:7]=[CH:6][N:5]=[C:4]([C:8]([CH:12]2[CH2:14][CH2:13]2)=[CH:9][O:10]C)[C:3]=1[CH3:15].S(=O)(=O)(O)O.O.C(=O)(O)[O-].[Na+]. The catalyst is C1COCC1. The product is [Cl:1][C:2]1[CH:7]=[CH:6][N:5]=[C:4]([CH:8]([CH:12]2[CH2:14][CH2:13]2)[CH:9]=[O:10])[C:3]=1[CH3:15]. The yield is 0.678. (4) The reactants are [CH3:1][N:2]([CH3:21])[C:3]1[N:11]=[CH:10][N:9]=[C:8]2[C:4]=1[N:5]=[CH:6][N:7]2[C@H:12]1[C@H:16]([OH:17])[C@H:15]([OH:18])[C@@H:14]([CH2:19]O)[O:13]1.O.[Br].S([O-])(O)(=O)=O.[Na+].[Br:30]Br.[C:32](=[O:35])([O-])[O-].[Na+].[Na+]. The catalyst is C(O)(=O)C.C([O-])(=O)C.[Na+]. The product is [Br:30][C:6]1[N:7]([C@H:12]2[C@H:16]([OH:17])[C@H:15]([OH:18])[C@@H:14]([CH2:19][CH2:32][OH:35])[O:13]2)[C:8]2[C:4]([N:5]=1)=[C:3]([N:2]([CH3:21])[CH3:1])[N:11]=[CH:10][N:9]=2. The yield is 0.720. (5) The reactants are C[O:2][C:3](=[O:35])[C@H:4]([CH2:17][C:18]1[CH:23]=[CH:22][C:21]([NH:24][C:25]([C:27]2[C:32]([Cl:33])=[CH:31][CH:30]=[CH:29][C:28]=2[Cl:34])=[O:26])=[CH:20][CH:19]=1)[NH:5][C:6]([C:8]1([CH2:13][CH2:14][O:15][CH3:16])[CH2:12][CH2:11][CH2:10][CH2:9]1)=[S:7].[OH-].[Na+].Cl.C(OCC)(=O)C. The catalyst is CO.O. The product is [Cl:33][C:32]1[CH:31]=[CH:30][CH:29]=[C:28]([Cl:34])[C:27]=1[C:25]([NH:24][C:21]1[CH:22]=[CH:23][C:18]([CH2:17][C@@H:4]([C:3]([OH:35])=[O:2])[NH:5][C:6]([C:8]2([CH2:13][CH2:14][O:15][CH3:16])[CH2:12][CH2:11][CH2:10][CH2:9]2)=[S:7])=[CH:19][CH:20]=1)=[O:26]. The yield is 0.780.